This data is from Forward reaction prediction with 1.9M reactions from USPTO patents (1976-2016). The task is: Predict the product of the given reaction. (1) Given the reactants Br[C:2]1[CH:7]=[CH:6][C:5]([O:8][CH:9]([F:11])[F:10])=[C:4]([CH2:12][CH3:13])[CH:3]=1.[CH3:14][Si:15]([C:18]#[CH:19])([CH3:17])[CH3:16], predict the reaction product. The product is: [F:10][CH:9]([F:11])[O:8][C:5]1[CH:6]=[CH:7][C:2]([C:19]#[C:18][Si:15]([CH3:17])([CH3:16])[CH3:14])=[CH:3][C:4]=1[CH2:12][CH3:13]. (2) Given the reactants [NH:1]1[CH2:4][CH:3]([N:5]2[C:9]3=[N:10][CH:11]=[N:12][C:13]([NH2:14])=[C:8]3[C:7]([C:15]3[CH:20]=[CH:19][C:18]([O:21][C:22]4[CH:27]=[CH:26][CH:25]=[CH:24][CH:23]=4)=[CH:17][CH:16]=3)=[N:6]2)[CH2:2]1.[CH3:28][N:29]1[CH2:34][CH2:33][C:32](=O)[CH2:31][CH2:30]1.C(O)(=O)C.C(O[BH-](OC(=O)C)OC(=O)C)(=O)C.[Na+], predict the reaction product. The product is: [CH3:28][N:29]1[CH2:34][CH2:33][CH:32]([N:1]2[CH2:2][CH:3]([N:5]3[C:9]4=[N:10][CH:11]=[N:12][C:13]([NH2:14])=[C:8]4[C:7]([C:15]4[CH:16]=[CH:17][C:18]([O:21][C:22]5[CH:27]=[CH:26][CH:25]=[CH:24][CH:23]=5)=[CH:19][CH:20]=4)=[N:6]3)[CH2:4]2)[CH2:31][CH2:30]1. (3) Given the reactants [I:1][C:2]1[NH:18][C:5]2=[N:6][CH:7]=[C:8]([NH:10]C(=O)OC(C)(C)C)[CH:9]=[C:4]2[CH:3]=1.[ClH:19], predict the reaction product. The product is: [ClH:19].[I:1][C:2]1[NH:18][C:5]2=[N:6][CH:7]=[C:8]([NH2:10])[CH:9]=[C:4]2[CH:3]=1.[ClH:19].